Dataset: Catalyst prediction with 721,799 reactions and 888 catalyst types from USPTO. Task: Predict which catalyst facilitates the given reaction. (1) Reactant: S1C=C[N:3]=C1C1C=CC=CC=1N.[Cl:13][C:14]1[N:19]=[C:18](C2C=CC=CC=2)[N:17]=[C:16](C(Cl)=O)[CH:15]=1.[CH3:29][OH:30]. Product: [Cl:13][C:14]1[CH:15]=[CH:16][N:17]=[C:18]([C:29]([NH2:3])=[O:30])[N:19]=1. The catalyst class is: 347. (2) Reactant: [Cl:1][C:2]1[CH:3]=[C:4]([C:12]([OH:14])=O)[CH:5]=[N:6][C:7]=1[O:8][CH:9]([CH3:11])[CH3:10].C1C=CC2N(O)N=NC=2C=1.CCN=C=NCCCN(C)C.O[NH:37]/[C:38](=[N:55]\[H])/[C:39]1[CH:44]=[CH:43][N:42]=[C:41]2[N:45]([CH2:48][CH2:49][C:50]([O:52][CH2:53][CH3:54])=[O:51])[CH:46]=[CH:47][C:40]=12.CCCC[N+](CCCC)(CCCC)CCCC.[F-]. Product: [Cl:1][C:2]1[CH:3]=[C:4]([C:12]2[O:14][N:37]=[C:38]([C:39]3[CH:44]=[CH:43][N:42]=[C:41]4[N:45]([CH2:48][CH2:49][C:50]([O:52][CH2:53][CH3:54])=[O:51])[CH:46]=[CH:47][C:40]=34)[N:55]=2)[CH:5]=[N:6][C:7]=1[O:8][CH:9]([CH3:10])[CH3:11]. The catalyst class is: 1. (3) Reactant: Cl[C:2]1[C:11]2[C:6](=[CH:7][CH:8]=[CH:9][CH:10]=2)[N:5]=[CH:4][CH:3]=1.C(C1(CC)C(CC)(CC)OB([C:23]2[CH:24]=[N:25][NH:26][CH:27]=2)O1)C.C([O-])([O-])=O.[Na+].[Na+].C(O)C. Product: [NH:25]1[CH:24]=[C:23]([C:2]2[C:11]3[C:6](=[CH:7][CH:8]=[CH:9][CH:10]=3)[N:5]=[CH:4][CH:3]=2)[CH:27]=[N:26]1. The catalyst class is: 747. (4) Reactant: [C:1]1([C:24]2[CH:29]=[CH:28][CH:27]=[CH:26][CH:25]=2)[CH:6]=[CH:5][C:4]([CH2:7][O:8][C:9]2[CH:10]=[C:11]3[C:16](=[CH:17][CH:18]=2)[CH2:15][CH:14]([CH2:19][CH2:20][N:21]([CH3:23])[CH3:22])[CH2:13][CH2:12]3)=[CH:3][CH:2]=1.[C:30]([OH:42])(=[O:41])[CH2:31][C:32]([CH2:37][C:38]([OH:40])=[O:39])([C:34]([OH:36])=[O:35])[OH:33]. The catalyst class is: 5. Product: [C:30]([OH:42])(=[O:41])[CH2:31][C:32]([CH2:37][C:38]([OH:40])=[O:39])([C:34]([OH:36])=[O:35])[OH:33].[C:1]1([C:24]2[CH:25]=[CH:26][CH:27]=[CH:28][CH:29]=2)[CH:2]=[CH:3][C:4]([CH2:7][O:8][C:9]2[CH:10]=[C:11]3[C:16](=[CH:17][CH:18]=2)[CH2:15][CH:14]([CH2:19][CH2:20][N:21]([CH3:23])[CH3:22])[CH2:13][CH2:12]3)=[CH:5][CH:6]=1. (5) Reactant: [CH3:1][N:2]1[C:6]([CH3:7])=[C:5]([C:8]([NH:10][C:11]2[CH:33]=[CH:32][C:14]([O:15][C:16]3[CH:21]=[CH:20][N:19]=[C:18]([NH:22][C:23](=[O:31])OC4C=CC=CC=4)[CH:17]=3)=[CH:13][CH:12]=2)=[O:9])[C:4](=[O:34])[N:3]1[C:35]1[CH:40]=[CH:39][CH:38]=[CH:37][CH:36]=1.[CH3:41][NH:42][CH2:43][CH2:44][OH:45]. Product: [OH:45][CH2:44][CH2:43][N:42]([CH3:41])[C:23](=[O:31])[NH:22][C:18]1[CH:17]=[C:16]([O:15][C:14]2[CH:32]=[CH:33][C:11]([NH:10][C:8]([C:5]3[C:4](=[O:34])[N:3]([C:35]4[CH:36]=[CH:37][CH:38]=[CH:39][CH:40]=4)[N:2]([CH3:1])[C:6]=3[CH3:7])=[O:9])=[CH:12][CH:13]=2)[CH:21]=[CH:20][N:19]=1. The catalyst class is: 37. (6) Reactant: [Cl:1][C:2]1[C:7]([C:8]2[CH:13]=[CH:12][CH:11]=[C:10]([N+]([O-])=O)[CH:9]=2)=[CH:6][C:5]([C:17]([NH:19][C:20]2[CH:25]=[CH:24][CH:23]=[C:22]([C:26]([F:29])([F:28])[F:27])[CH:21]=2)=[O:18])=[CH:4][CH:3]=1.[NH2:30]C1C=CC=CC=1. Product: [NH2:30][C:5]1([C:17]([NH:19][C:20]2[CH:25]=[CH:24][CH:23]=[C:22]([C:26]([F:29])([F:28])[F:27])[CH:21]=2)=[O:18])[CH:4]=[CH:3][C:2]([Cl:1])=[C:7]([C:8]2[CH:13]=[CH:12][CH:11]=[CH:10][CH:9]=2)[CH2:6]1. The catalyst class is: 105.